This data is from Peptide-MHC class I binding affinity with 185,985 pairs from IEDB/IMGT. The task is: Regression. Given a peptide amino acid sequence and an MHC pseudo amino acid sequence, predict their binding affinity value. This is MHC class I binding data. (1) The peptide sequence is IVMRYVLDH. The MHC is HLA-B51:01 with pseudo-sequence HLA-B51:01. The binding affinity (normalized) is 0.213. (2) The peptide sequence is EECDSELEI. The MHC is HLA-A30:01 with pseudo-sequence HLA-A30:01. The binding affinity (normalized) is 0.213. (3) The peptide sequence is ELDEIGEDV. The MHC is HLA-A02:01 with pseudo-sequence HLA-A02:01. The binding affinity (normalized) is 0.279. (4) The peptide sequence is ILNRKAIDF. The MHC is HLA-A02:16 with pseudo-sequence HLA-A02:16. The binding affinity (normalized) is 0.0847. (5) The peptide sequence is KVFFVNWFR. The MHC is HLA-B57:01 with pseudo-sequence HLA-B57:01. The binding affinity (normalized) is 0.0847. (6) The peptide sequence is EMKTDAATLA. The MHC is HLA-B44:02 with pseudo-sequence HLA-B44:02. The binding affinity (normalized) is 0.157. (7) The peptide sequence is ILGRYLPEF. The MHC is HLA-B58:01 with pseudo-sequence HLA-B58:01. The binding affinity (normalized) is 0.539.